Dataset: Peptide-MHC class I binding affinity with 185,985 pairs from IEDB/IMGT. Task: Regression. Given a peptide amino acid sequence and an MHC pseudo amino acid sequence, predict their binding affinity value. This is MHC class I binding data. (1) The peptide sequence is VVSYEAGEW. The MHC is HLA-A02:03 with pseudo-sequence HLA-A02:03. The binding affinity (normalized) is 0.0847. (2) The peptide sequence is KVCAITPTI. The MHC is HLA-A02:01 with pseudo-sequence HLA-A02:01. The binding affinity (normalized) is 0.595. (3) The peptide sequence is HAAVRRNAF. The MHC is HLA-A11:01 with pseudo-sequence HLA-A11:01. The binding affinity (normalized) is 0.0847. (4) The peptide sequence is GSDKQVVGQ. The MHC is HLA-A30:01 with pseudo-sequence HLA-A30:01. The binding affinity (normalized) is 0.0847. (5) The peptide sequence is AAMAAQLQA. The MHC is HLA-A02:06 with pseudo-sequence HLA-A02:06. The binding affinity (normalized) is 0.534. (6) The peptide sequence is TVIRFWHAM. The MHC is HLA-A02:01 with pseudo-sequence HLA-A02:01. The binding affinity (normalized) is 0.0847. (7) The peptide sequence is MITQFESLK. The MHC is HLA-A31:01 with pseudo-sequence HLA-A31:01. The binding affinity (normalized) is 0. (8) The peptide sequence is TPTVPSSSF. The MHC is HLA-B35:01 with pseudo-sequence HLA-B35:01. The binding affinity (normalized) is 0.583.